From a dataset of Catalyst prediction with 721,799 reactions and 888 catalyst types from USPTO. Predict which catalyst facilitates the given reaction. (1) Reactant: [CH:1]12[CH:6]([NH:7][C:8](=[O:14])[O:9][C:10]([CH3:13])([CH3:12])[CH3:11])[CH:5]1[CH2:4][NH:3][CH2:2]2.Br[CH2:16][CH2:17][OH:18].C(Cl)(Cl)Cl.CO. Product: [OH:18][CH2:17][CH2:16][N:3]1[CH2:2][CH:1]2[CH:5]([CH:6]2[NH:7][C:8](=[O:14])[O:9][C:10]([CH3:11])([CH3:13])[CH3:12])[CH2:4]1. The catalyst class is: 10. (2) Reactant: [Si]([O:8][C@H:9]([C:43]1[CH:44]=[CH:45][C:46]([OH:54])=[C:47]([NH:49][S:50]([CH3:53])(=[O:52])=[O:51])[CH:48]=1)[CH2:10][NH:11][CH2:12][CH2:13][CH2:14][CH2:15][CH2:16][CH2:17][CH2:18][O:19][C:20]1[CH:25]=[CH:24][C:23]([OH:26])=[C:22]([C@@H:27]([C:37]2[CH:42]=[CH:41][CH:40]=[CH:39][CH:38]=2)[CH2:28][CH2:29][N:30]([CH:34]([CH3:36])[CH3:35])[CH:31]([CH3:33])[CH3:32])[CH:21]=1)(C(C)(C)C)(C)C.F.F.F.C(N(CC)CC)C.CO.N. Product: [NH3:11].[CH:34]([N:30]([CH:31]([CH3:33])[CH3:32])[CH2:29][CH2:28][C@@H:27]([C:22]1[CH:21]=[C:20]([CH:25]=[CH:24][C:23]=1[OH:26])[O:19][CH2:18][CH2:17][CH2:16][CH2:15][CH2:14][CH2:13][CH2:12][NH:11][CH2:10][C@@H:9]([C:43]1[CH:44]=[CH:45][C:46]([OH:54])=[C:47]([NH:49][S:50]([CH3:53])(=[O:52])=[O:51])[CH:48]=1)[OH:8])[C:37]1[CH:38]=[CH:39][CH:40]=[CH:41][CH:42]=1)([CH3:36])[CH3:35]. The catalyst class is: 7. (3) Reactant: [CH:1]1([NH:4][C:5](=[O:23])[C:6]2[CH:11]=[CH:10][C:9]([C:12]3[N:16]4[CH:17]=[C:18]([Br:22])[N:19]=[C:20](Br)[C:15]4=[N:14][CH:13]=3)=[CH:8][CH:7]=2)[CH2:3][CH2:2]1.[NH2:24][CH2:25][CH2:26][CH2:27][OH:28].C1(C)C=CC=CC=1. Product: [Br:22][C:18]1[N:19]=[C:20]([NH:24][CH2:25][CH2:26][CH2:27][OH:28])[C:15]2[N:16]([C:12]([C:9]3[CH:10]=[CH:11][C:6]([C:5]([NH:4][CH:1]4[CH2:2][CH2:3]4)=[O:23])=[CH:7][CH:8]=3)=[CH:13][N:14]=2)[CH:17]=1. The catalyst class is: 9.